Regression. Given two drug SMILES strings and cell line genomic features, predict the synergy score measuring deviation from expected non-interaction effect. From a dataset of NCI-60 drug combinations with 297,098 pairs across 59 cell lines. Drug 2: CCC1(C2=C(COC1=O)C(=O)N3CC4=CC5=C(C=CC(=C5CN(C)C)O)N=C4C3=C2)O.Cl. Cell line: SNB-19. Synergy scores: CSS=6.22, Synergy_ZIP=1.13, Synergy_Bliss=-0.347, Synergy_Loewe=-41.2, Synergy_HSA=-2.69. Drug 1: CCCS(=O)(=O)NC1=C(C(=C(C=C1)F)C(=O)C2=CNC3=C2C=C(C=N3)C4=CC=C(C=C4)Cl)F.